From a dataset of Full USPTO retrosynthesis dataset with 1.9M reactions from patents (1976-2016). Predict the reactants needed to synthesize the given product. (1) Given the product [CH2:1]([O:3][C:4]([C:6]1[NH:7][C:8]2[C:13]([C:14]=1[C:35]1[CH:34]=[CH:33][CH:32]=[C:31]([F:30])[CH:36]=1)=[CH:12][C:11]([NH:16][S:17]([C:20]1[CH:25]=[CH:24][C:23]([C:26]([CH3:29])([CH3:28])[CH3:27])=[CH:22][CH:21]=1)(=[O:19])=[O:18])=[CH:10][CH:9]=2)=[O:5])[CH3:2], predict the reactants needed to synthesize it. The reactants are: [CH2:1]([O:3][C:4]([C:6]1[NH:7][C:8]2[C:13]([C:14]=1Br)=[CH:12][C:11]([NH:16][S:17]([C:20]1[CH:25]=[CH:24][C:23]([C:26]([CH3:29])([CH3:28])[CH3:27])=[CH:22][CH:21]=1)(=[O:19])=[O:18])=[CH:10][CH:9]=2)=[O:5])[CH3:2].[F:30][C:31]1[CH:32]=[C:33](B(O)O)[CH:34]=[CH:35][CH:36]=1. (2) Given the product [F:1][C:2]1[CH:3]=[C:4]2[C:12](=[CH:13][CH:14]=1)[N:11]([CH2:15][C:16]1[CH:25]=[CH:24][C:19]([C:20]([O:22][CH3:23])=[O:21])=[CH:18][CH:17]=1)[C:10]1[CH2:9][CH2:8][CH:7]([CH2:26][N:28]3[CH2:33][CH2:32][O:31][CH2:30][CH2:29]3)[C:6](=[O:27])[C:5]2=1, predict the reactants needed to synthesize it. The reactants are: [F:1][C:2]1[CH:3]=[C:4]2[C:12](=[CH:13][CH:14]=1)[N:11]([CH2:15][C:16]1[CH:25]=[CH:24][C:19]([C:20]([O:22][CH3:23])=[O:21])=[CH:18][CH:17]=1)[C:10]1[CH2:9][CH2:8][C:7](=[CH2:26])[C:6](=[O:27])[C:5]2=1.[NH:28]1[CH2:33][CH2:32][O:31][CH2:30][CH2:29]1. (3) Given the product [O:3]1[C:7]2[CH:8]=[CH:9][CH:10]=[CH:11][C:6]=2[N:5]=[C:4]1[C:12]1[CH:21]=[CH:20][C:15]([C:16]([OH:18])=[O:17])=[CH:14][CH:13]=1, predict the reactants needed to synthesize it. The reactants are: [OH-].[Li+].[O:3]1[C:7]2[CH:8]=[CH:9][CH:10]=[CH:11][C:6]=2[N:5]=[C:4]1[C:12]1[CH:21]=[CH:20][C:15]([C:16]([O:18]C)=[O:17])=[CH:14][CH:13]=1.O. (4) Given the product [Cl:35][C:36]1[CH:37]=[C:38]([NH:43][C:44]2[C:53]3[C:48](=[CH:49][C:50]([O:16][C@H:17]4[CH2:18][CH2:19][O:20][CH2:21]4)=[C:51]([N+:54]([O-:56])=[O:55])[CH:52]=3)[N:47]=[CH:46][N:45]=2)[CH:39]=[CH:40][C:41]=1[F:42], predict the reactants needed to synthesize it. The reactants are: CN(C/C=C/C(NC1C=C2C(NC3C=CC(F)=C(Cl)C=3)=NC=NC2=CC=1[O:16][C@@H:17]1[CH2:21][O:20][CH2:19][CH2:18]1)=O)C.[Cl:35][C:36]1[CH:37]=[C:38]([NH:43][C:44]2[C:53]3[C:48](=[CH:49][C:50](F)=[C:51]([N+:54]([O-:56])=[O:55])[CH:52]=3)[N:47]=[CH:46][N:45]=2)[CH:39]=[CH:40][C:41]=1[F:42].CC(C)([O-])C.[K+].